Predict the reactants needed to synthesize the given product. From a dataset of Full USPTO retrosynthesis dataset with 1.9M reactions from patents (1976-2016). (1) The reactants are: [S:1]1[CH:5]=[C:4]([C:6]([OH:8])=O)[C:3]2[CH:9]=[CH:10][CH:11]=[CH:12][C:2]1=2.C1C=CC2N(O)N=NC=2C=1.Cl.[CH3:24][O:25][C:26](=[O:46])[CH2:27][CH2:28][CH2:29][N:30]([CH2:38][C:39]1[CH:44]=[CH:43][CH:42]=[C:41]([Cl:45])[CH:40]=1)[C:31]([C@@:33]1([CH3:37])[CH2:36][CH2:35][NH:34]1)=[O:32].C([O-])(O)=O.[Na+]. Given the product [CH3:24][O:25][C:26](=[O:46])[CH2:27][CH2:28][CH2:29][N:30]([C:31]([C@@:33]1([CH3:37])[CH2:36][CH2:35][N:34]1[C:6]([C:4]1[C:3]2[CH:9]=[CH:10][CH:11]=[CH:12][C:2]=2[S:1][CH:5]=1)=[O:8])=[O:32])[CH2:38][C:39]1[CH:44]=[CH:43][CH:42]=[C:41]([Cl:45])[CH:40]=1, predict the reactants needed to synthesize it. (2) Given the product [Br:1][C:2]1[C:3]([CH2:8][O:9][Si:10]([C:13]([CH3:16])([CH3:15])[CH3:14])([CH3:11])[CH3:12])=[N:4][N:5]([CH3:7])[C:6]=1[CH3:17], predict the reactants needed to synthesize it. The reactants are: [Br:1][C:2]1[C:3]([CH2:8][O:9][Si:10]([C:13]([CH3:16])([CH3:15])[CH3:14])([CH3:12])[CH3:11])=[N:4][N:5]([CH3:7])[CH:6]=1.[CH2:17]1COCC1.[Li+].CC([N-]C(C)C)C.C1CCCCC1.CI.[NH4+].[Cl-]. (3) Given the product [F:22][C:19]1[CH:20]=[CH:21][C:16]([C@:13]2([CH2:23][CH2:24][C:25]([NH2:27])=[O:26])[O:12][C:11](=[O:28])[N:10]([C@H:8]([C:5]3[CH:6]=[CH:7][C:2]([C:32]4[CH:33]=[CH:34][N:29]=[CH:30][CH:31]=4)=[CH:3][CH:4]=3)[CH3:9])[CH2:15][CH2:14]2)=[CH:17][CH:18]=1, predict the reactants needed to synthesize it. The reactants are: Br[C:2]1[CH:7]=[CH:6][C:5]([C@@H:8]([N:10]2[CH2:15][CH2:14][C@:13]([CH2:23][CH2:24][C:25]([NH2:27])=[O:26])([C:16]3[CH:21]=[CH:20][C:19]([F:22])=[CH:18][CH:17]=3)[O:12][C:11]2=[O:28])[CH3:9])=[CH:4][CH:3]=1.[N:29]1[CH:34]=[CH:33][C:32](B(O)O)=[CH:31][CH:30]=1. (4) Given the product [F:31][C:28]([F:29])([F:30])[C:25]1[CH:26]=[CH:27][C:21]2[O:20][CH2:19][C@H:18]([CH2:17][NH:16][CH2:15][CH:12]3[CH2:13][CH2:14][N:9]([C:4]4[CH:5]=[CH:6][CH:7]=[CH:8][C:3]=4[OH:2])[CH2:10][CH2:11]3)[O:23][C:22]=2[CH:24]=1, predict the reactants needed to synthesize it. The reactants are: C[O:2][C:3]1[CH:8]=[CH:7][CH:6]=[CH:5][C:4]=1[N:9]1[CH2:14][CH2:13][CH:12]([CH2:15][NH:16][CH2:17][C@@H:18]2[O:23][C:22]3[CH:24]=[C:25]([C:28]([F:31])([F:30])[F:29])[CH:26]=[CH:27][C:21]=3[O:20][CH2:19]2)[CH2:11][CH2:10]1.Cl.N1C=CC=CC=1.N. (5) Given the product [F:1][C:2]1[C:7]([C:8]([C:9]2[C:17]3[C:12](=[N:13][CH:14]=[C:15]([B:18]4[O:19][C:20]([CH3:25])([CH3:26])[C:21]([CH3:23])([CH3:24])[O:22]4)[CH:16]=3)[NH:11][CH:10]=2)=[O:27])=[C:6]([F:28])[CH:5]=[CH:4][C:3]=1[NH:29][S:30]([CH2:33][CH2:34][CH3:35])(=[O:31])=[O:32], predict the reactants needed to synthesize it. The reactants are: [F:1][C:2]1[C:7]([CH:8]([OH:27])[C:9]2[C:17]3[C:12](=[N:13][CH:14]=[C:15]([B:18]4[O:22][C:21]([CH3:24])([CH3:23])[C:20]([CH3:26])([CH3:25])[O:19]4)[CH:16]=3)[NH:11][CH:10]=2)=[C:6]([F:28])[CH:5]=[CH:4][C:3]=1[NH:29][S:30]([CH2:33][CH2:34][CH3:35])(=[O:32])=[O:31].O1CCCC1.CC(OI1(OC(C)=O)(OC(C)=O)OC(=O)C2C=CC=CC1=2)=O.S([O-])([O-])(=O)=S.[Na+].[Na+]. (6) Given the product [CH2:8]([O:15][C:16]1[CH:17]=[C:18]([CH:32]=[CH:33][CH:34]=1)[C:19]([NH:21][C:22]1[CH:27]=[CH:26][CH:25]=[CH:24][C:23]=1[S:28]([NH:29][C:1](=[O:3])[CH3:2])(=[O:31])=[O:30])=[O:20])[CH2:9][CH2:10][CH2:11][CH2:12][CH2:13][CH3:14], predict the reactants needed to synthesize it. The reactants are: [C:1](OC(=O)C)(=[O:3])[CH3:2].[CH2:8]([O:15][C:16]1[CH:17]=[C:18]([CH:32]=[CH:33][CH:34]=1)[C:19]([NH:21][C:22]1[CH:27]=[CH:26][CH:25]=[CH:24][C:23]=1[S:28](=[O:31])(=[O:30])[NH2:29])=[O:20])[CH2:9][CH2:10][CH2:11][CH2:12][CH2:13][CH3:14]. (7) Given the product [NH2:4][C:5]1[C:14]([Cl:15])=[CH:13][C:8]([C:9]([OH:11])=[O:10])=[C:7]([O:16][CH3:17])[CH:6]=1, predict the reactants needed to synthesize it. The reactants are: C([NH:4][C:5]1[C:14]([Cl:15])=[CH:13][C:8]([C:9]([O:11]C)=[O:10])=[C:7]([O:16][CH3:17])[CH:6]=1)(=O)C.[OH-].[K+].Cl. (8) Given the product [OH:22][C@H:23]1[CH2:27][N:26]([C:14]([C:13]2[CH:12]=[C:11]([CH:19]=[CH:18][CH:17]=2)[O:10][CH2:9][CH2:8][CH2:7][C:6]([O:5][C:1]([CH3:2])([CH3:3])[CH3:4])=[O:20])=[O:16])[C@H:25]([C:28](=[O:29])[NH:30][CH2:31][C:32]2[CH:33]=[CH:34][C:35]([C:38]3[S:42][CH:41]=[N:40][C:39]=3[CH3:43])=[CH:36][CH:37]=2)[CH2:24]1, predict the reactants needed to synthesize it. The reactants are: [C:1]([O:5][C:6](=[O:20])[CH2:7][CH2:8][CH2:9][O:10][C:11]1[CH:12]=[C:13]([CH:17]=[CH:18][CH:19]=1)[C:14]([OH:16])=O)([CH3:4])([CH3:3])[CH3:2].Cl.[OH:22][C@H:23]1[CH2:27][NH:26][C@H:25]([C:28]([NH:30][CH2:31][C:32]2[CH:37]=[CH:36][C:35]([C:38]3[S:42][CH:41]=[N:40][C:39]=3[CH3:43])=[CH:34][CH:33]=2)=[O:29])[CH2:24]1.CCN(C(C)C)C(C)C.CN(C(ON1N=NC2C=CC=NC1=2)=[N+](C)C)C.F[P-](F)(F)(F)(F)F. (9) Given the product [CH:27]1([O:32][C:33]2[C:40]([O:41][CH3:42])=[CH:39][CH:38]=[CH:37][C:34]=2/[CH:35]=[CH:57]/[C:50]2[N:51]=[C:52]3[N:56]([C:49]=2[C:47]([O:46][CH2:44][CH3:45])=[O:48])[CH:55]=[CH:54][S:53]3)[CH2:31][CH2:30][CH2:29][CH2:28]1, predict the reactants needed to synthesize it. The reactants are: C1(COC2C(OC)=CC=CC=2/C=C/C2N=C3N(C=2C(O)=O)C=CS3)CC1.[CH:27]1([O:32][C:33]2[C:40]([O:41][CH3:42])=[CH:39][CH:38]=[CH:37][C:34]=2[CH:35]=O)[CH2:31][CH2:30][CH2:29][CH2:28]1.[Br-].[CH2:44]([O:46][C:47]([C:49]1[N:56]2[C:52]([S:53][CH:54]=[CH:55]2)=[N:51][C:50]=1[CH2:57][P+](C1C=CC=CC=1)(C1C=CC=CC=1)C1C=CC=CC=1)=[O:48])[CH3:45].[H-].[Na+]. (10) Given the product [Cl:22][C:4]1[CH:3]=[C:2](/[CH:25]=[CH:24]/[C:23]([O:27][C:28]([CH3:31])([CH3:30])[CH3:29])=[O:26])[CH:7]=[CH:6][C:5]=1[C:8](=[C:16]1[CH2:21][CH2:20][CH2:19][CH2:18][CH2:17]1)[C:9]1[CH:14]=[CH:13][C:12]([OH:15])=[CH:11][CH:10]=1, predict the reactants needed to synthesize it. The reactants are: Br[C:2]1[CH:7]=[CH:6][C:5]([C:8](=[C:16]2[CH2:21][CH2:20][CH2:19][CH2:18][CH2:17]2)[C:9]2[CH:14]=[CH:13][C:12]([OH:15])=[CH:11][CH:10]=2)=[C:4]([Cl:22])[CH:3]=1.[C:23]([O:27][C:28]([CH3:31])([CH3:30])[CH3:29])(=[O:26])[CH:24]=[CH2:25].CC1C=CC=CC=1P(C1C=CC=CC=1C)C1C=CC=CC=1C.CCN(CC)CC.